Task: Predict the product of the given reaction.. Dataset: Forward reaction prediction with 1.9M reactions from USPTO patents (1976-2016) (1) Given the reactants [CH3:1][O:2][C:3]1[CH:4]=[C:5]([CH:21]=[CH:22][C:23]=1[N+:24]([O-])=O)[C:6]([N:8]1[CH2:13][CH2:12][N:11]([C:14]([O:16][C:17]([CH3:20])([CH3:19])[CH3:18])=[O:15])[CH2:10][CH2:9]1)=[O:7], predict the reaction product. The product is: [NH2:24][C:23]1[CH:22]=[CH:21][C:5]([C:6]([N:8]2[CH2:13][CH2:12][N:11]([C:14]([O:16][C:17]([CH3:18])([CH3:19])[CH3:20])=[O:15])[CH2:10][CH2:9]2)=[O:7])=[CH:4][C:3]=1[O:2][CH3:1]. (2) Given the reactants [F:1][C:2]1[CH:7]=[CH:6][CH:5]=[C:4]([F:8])[C:3]=1[N:9]1[C:14]2[N:15]=[C:16]([S:29][CH3:30])[N:17]=[C:18]([C:19]3[CH:20]=[C:21]([CH:25]=[CH:26][C:27]=3[CH3:28])[C:22]([OH:24])=O)[C:13]=2[CH:12]=[CH:11][C:10]1=[O:31].[CH2:32]([NH2:39])[C:33]1[CH:38]=[CH:37][CH:36]=[CH:35][CH:34]=1.C(Cl)CCl.C1C=CC2N(O)N=NC=2C=1, predict the reaction product. The product is: [F:8][C:4]1[CH:5]=[CH:6][CH:7]=[C:2]([F:1])[C:3]=1[N:9]1[C:14]2[N:15]=[C:16]([S:29][CH3:30])[N:17]=[C:18]([C:19]3[CH:20]=[C:21]([CH:25]=[CH:26][C:27]=3[CH3:28])[C:22]([NH:39][CH2:32][C:33]3[CH:38]=[CH:37][CH:36]=[CH:35][CH:34]=3)=[O:24])[C:13]=2[CH:12]=[CH:11][C:10]1=[O:31]. (3) Given the reactants C[O:2][C:3](=[O:17])[C:4]([C:7]1[CH:8]=[C:9]([CH:14]=[CH:15][CH:16]=1)[C:10]([O:12]C)=[O:11])([CH3:6])[CH3:5].[OH-].[Na+].Cl.[Cl-].[Na+], predict the reaction product. The product is: [C:3]([C:4]([C:7]1[CH:8]=[C:9]([CH:14]=[CH:15][CH:16]=1)[C:10]([OH:12])=[O:11])([CH3:6])[CH3:5])([OH:17])=[O:2]. (4) Given the reactants [NH2:1][CH2:2][CH2:3][N:4]1[C:12]2[CH:11]=[C:10]3[NH:13][C:14]([C:16]4[C:24]5[C:19](=[CH:20][CH:21]=[CH:22][CH:23]=5)[NH:18][N:17]=4)=[N:15][C:9]3=[CH:8][C:7]=2[C:6]([CH3:26])([CH3:25])[C:5]1=[O:27].Cl.[CH2:29](Cl)[C:30]1[CH:35]=[CH:34][CH:33]=[N:32][CH:31]=1.C(N(C(C)C)CC)(C)C.C1C[O:49]CC1, predict the reaction product. The product is: [NH:18]1[C:19]2[C:24](=[CH:23][CH:22]=[CH:21][CH:20]=2)[C:16]([C:14]2[NH:13][C:10]3[C:9]([N:15]=2)=[CH:8][C:7]2[C:6]([CH3:25])([CH3:26])[C:5](=[O:27])[N:4]([CH2:3][CH2:2][NH:1][C:29](=[O:49])[C:30]4[CH:35]=[CH:34][CH:33]=[N:32][CH:31]=4)[C:12]=2[CH:11]=3)=[N:17]1. (5) Given the reactants [F:1][C:2]1[C:3]([NH:14][NH2:15])=[N:4][CH:5]=[C:6]([C:8]2[CH:9]=[N:10][N:11]([CH3:13])[CH:12]=2)[CH:7]=1.[F:16][C:17]([F:32])([C:22]1[CH:23]=[C:24]2[C:29](=[CH:30][CH:31]=1)[N:28]=[CH:27][CH:26]=[CH:25]2)[C:18](OC)=O.C1(P(C2C=CC=CC=2)C2C=CC=CC=2)C=CC=CC=1.CCN(C(C)C)C(C)C.ClC(Cl)(Cl)C#N, predict the reaction product. The product is: [F:32][C:17]([F:16])([C:18]1[N:4]2[CH:5]=[C:6]([C:8]3[CH:9]=[N:10][N:11]([CH3:13])[CH:12]=3)[CH:7]=[C:2]([F:1])[C:3]2=[N:14][N:15]=1)[C:22]1[CH:23]=[C:24]2[C:29](=[CH:30][CH:31]=1)[N:28]=[CH:27][CH:26]=[CH:25]2. (6) Given the reactants [Na].[CH3:2][S:3]([NH:6][C:7]([C:9]1[CH:10]=[C:11]([O:18][C:19]2[CH:20]=[CH:21][C:22]([C:26]([F:29])([F:28])[F:27])=[CH:23][C:24]=2[Cl:25])[CH:12]=[CH:13][C:14]=1[N+:15]([O-:17])=[O:16])=[O:8])(=[O:5])=[O:4].[OH-].[Na+:31], predict the reaction product. The product is: [CH3:2][S:3](/[N:6]=[C:7](\[O-:8])/[C:9]1[CH:10]=[C:11]([O:18][C:19]2[CH:20]=[CH:21][C:22]([C:26]([F:28])([F:27])[F:29])=[CH:23][C:24]=2[Cl:25])[CH:12]=[CH:13][C:14]=1[N+:15]([O-:17])=[O:16])(=[O:5])=[O:4].[Na+:31]. (7) The product is: [CH3:12][O:13][C:14](=[O:39])[C:15]1[CH:20]=[CH:19][CH:18]=[C:17]([CH2:21][N:22]2[C:33]3[C:38](=[CH:37][CH:36]=[CH:35][CH:34]=3)/[C:24](=[C:25](/[C:26]3[CH:27]=[CH:28][CH:29]=[CH:30][CH:31]=3)\[C:2]3[CH:7]=[CH:6][C:5]([S:8](=[O:10])(=[O:9])[NH2:11])=[CH:4][CH:3]=3)/[C:23]2=[O:32])[CH:16]=1. Given the reactants I[C:2]1[CH:7]=[CH:6][C:5]([S:8]([NH2:11])(=[O:10])=[O:9])=[CH:4][CH:3]=1.[CH3:12][O:13][C:14](=[O:39])[C:15]1[CH:20]=[CH:19][CH:18]=[C:17]([CH2:21][N:22]([C:33]2[CH:38]=[CH:37][CH:36]=[CH:35][CH:34]=2)[C:23](=[O:32])[C:24]#[C:25][C:26]2[CH:31]=[CH:30][CH:29]=[CH:28][CH:27]=2)[CH:16]=1, predict the reaction product. (8) Given the reactants [CH3:1][C:2]1[CH:7]=[C:6]([C:8]2[C:16]3[C:11](=[CH:12][CH:13]=[C:14]([NH:17][C:18]([C@:20]4([S:25][CH3:26])[CH2:24][CH2:23][NH:22][CH2:21]4)=[O:19])[CH:15]=3)[NH:10][N:9]=2)[CH:5]=[CH:4][N:3]=1.Cl[CH2:28][C:29]([CH:31]1[CH2:36][CH2:35][N:34]([C:37]2[S:38][CH:39]=[CH:40][N:41]=2)[CH2:33][CH2:32]1)=[O:30].C(N(CC)CC)C, predict the reaction product. The product is: [CH3:1][C:2]1[CH:7]=[C:6]([C:8]2[C:16]3[C:11](=[CH:12][CH:13]=[C:14]([NH:17][C:18]([C@:20]4([S:25][CH3:26])[CH2:24][CH2:23][N:22]([CH2:28][C:29](=[O:30])[CH:31]5[CH2:32][CH2:33][N:34]([C:37]6[S:38][CH:39]=[CH:40][N:41]=6)[CH2:35][CH2:36]5)[CH2:21]4)=[O:19])[CH:15]=3)[NH:10][N:9]=2)[CH:5]=[CH:4][N:3]=1. (9) The product is: [CH:1]([NH:4][C:5]1[C:10]2[C:11]([C:23]3[CH:24]=[C:25]([CH:29]=[CH:30][N:31]=3)[C:26]([N:35]([CH3:36])[CH3:32])=[O:28])=[N:12][NH:13][C:9]=2[CH:8]=[CH:7][N:6]=1)([CH3:3])[CH3:2]. Given the reactants [CH:1]([NH:4][C:5]1[C:10]2[C:11]([C:23]3[CH:24]=[C:25]([CH:29]=[CH:30][N:31]=3)[C:26]([OH:28])=O)=[N:12][N:13](CC3C=CC(OC)=CC=3)[C:9]=2[CH:8]=[CH:7][N:6]=1)([CH3:3])[CH3:2].[CH:32]([NH:35][C:36]1C2C(C3C=C(C=CN=3)C(OC)=O)=NN(CC3C=CC(OC)=CC=3)C=2C=CN=1)(C)C.[Li+].[OH-].O, predict the reaction product.